This data is from Catalyst prediction with 721,799 reactions and 888 catalyst types from USPTO. The task is: Predict which catalyst facilitates the given reaction. (1) Reactant: [F:1][C:2]1[CH:7]=[CH:6][C:5]([CH2:8][CH2:9][C:10]2[N:14]([CH3:15])[N:13]=[C:12]([C:16]3[CH:17]=[C:18]([CH:21]=[CH:22][CH:23]=3)[C:19]#[N:20])[CH:11]=2)=[CH:4][CH:3]=1.[CH3:24][Mg]I.CCOCC.[H-].[H-].[H-].[H-].[Li+].[Al+3]. Product: [F:1][C:2]1[CH:3]=[CH:4][C:5]([CH2:8][CH2:9][C:10]2[N:14]([CH3:15])[N:13]=[C:12]([C:16]3[CH:17]=[C:18]([CH:19]([NH2:20])[CH3:24])[CH:21]=[CH:22][CH:23]=3)[CH:11]=2)=[CH:6][CH:7]=1. The catalyst class is: 1. (2) Reactant: [NH:1]([C:8](=O)[CH2:9][C:10]1[N:11]=[C:12]([S:15][C:16]([CH3:21])([CH3:20])[C:17]([OH:19])=[O:18])[S:13][CH:14]=1)[C:2]1[CH:7]=[CH:6][CH:5]=[CH:4][CH:3]=1.CO. Product: [NH:1]([CH2:8][CH2:9][C:10]1[N:11]=[C:12]([S:15][C:16]([CH3:21])([CH3:20])[C:17]([OH:19])=[O:18])[S:13][CH:14]=1)[C:2]1[CH:7]=[CH:6][CH:5]=[CH:4][CH:3]=1. The catalyst class is: 7. (3) Reactant: [Br:1][C:2]1[CH:7]=[CH:6][C:5]([OH:8])=[CH:4][C:3]=1[CH3:9].[CH3:10][C:11](O)([CH3:13])[CH3:12].S(=O)(=O)(O)O. Product: [Br:1][C:2]1[C:3]([CH3:9])=[CH:4][C:5]([OH:8])=[C:6]([C:11]([CH3:13])([CH3:12])[CH3:10])[CH:7]=1. The catalyst class is: 4. (4) Reactant: [F:1][CH:2]([CH2:14][CH2:15][N:16]1[CH:21]=[CH:20][C:19]([NH:22][C:23](=[O:31])[CH2:24][C:25]2[CH:30]=[CH:29][CH:28]=[CH:27][CH:26]=2)=[CH:18][C:17]1=[O:32])[CH2:3][N:4]1[CH:8]=[C:7]([C:9]([O:11]CC)=[O:10])[N:6]=[N:5]1.[Li+].[OH-]. Product: [F:1][CH:2]([CH2:14][CH2:15][N:16]1[CH:21]=[CH:20][C:19]([NH:22][C:23](=[O:31])[CH2:24][C:25]2[CH:26]=[CH:27][CH:28]=[CH:29][CH:30]=2)=[CH:18][C:17]1=[O:32])[CH2:3][N:4]1[CH:8]=[C:7]([C:9]([OH:11])=[O:10])[N:6]=[N:5]1. The catalyst class is: 36. (5) Reactant: [Br:1][C:2]1[CH:31]=[CH:30][C:5]([CH2:6][N:7]2[C:12](=[O:13])[C:11]([C:14]([NH:16][CH2:17][C:18]([O:20][C:21]([CH3:24])([CH3:23])[CH3:22])=[O:19])=[O:15])=[C:10]([OH:25])[C:9]3[CH2:26][NH:27][CH:28]([CH3:29])[C:8]2=3)=[CH:4][CH:3]=1.Cl.C1(C2C=CC=CC=2)C=CC(CN2C(=O)C(C(NCC(OC(C)(C)C)=O)=O)=C(O)C3CNCC2=3)=CC=1.[S:68]1[CH:72]=[C:71]([C:73](Cl)=[O:74])[N:70]=[CH:69]1.CCN(CC)CC. Product: [Br:1][C:2]1[CH:3]=[CH:4][C:5]([CH2:6][N:7]2[C:12](=[O:13])[C:11]([C:14]([NH:16][CH2:17][C:18]([O:20][C:21]([CH3:23])([CH3:24])[CH3:22])=[O:19])=[O:15])=[C:10]([OH:25])[C:9]3[CH2:26][N:27]([C:73]([C:71]4[N:70]=[CH:69][S:68][CH:72]=4)=[O:74])[CH:28]([CH3:29])[C:8]2=3)=[CH:30][CH:31]=1. The catalyst class is: 25.